This data is from Full USPTO retrosynthesis dataset with 1.9M reactions from patents (1976-2016). The task is: Predict the reactants needed to synthesize the given product. (1) The reactants are: [OH:1][C:2]1[CH:3]=[CH:4][C:5]([C:9]([O:11][CH3:12])=[O:10])=[N:6][C:7]=1[CH3:8].[H-].[Na+].FC(F)(F)S(O[CH2:21][CH2:22][O:23][C:24]([F:27])([F:26])[F:25])(=O)=O.O. Given the product [CH3:8][C:7]1[N:6]=[C:5]([C:9]([O:11][CH3:12])=[O:10])[CH:4]=[CH:3][C:2]=1[O:1][CH2:21][CH2:22][O:23][C:24]([F:27])([F:26])[F:25], predict the reactants needed to synthesize it. (2) Given the product [Cl:37][C:10]1[CH:9]=[C:8]([O:7][CH2:6][CH2:5][OH:4])[CH:13]=[CH:12][C:11]=1[C:14]([N:16]1[C:22]2[CH:23]=[CH:24][CH:25]=[CH:26][C:21]=2[CH2:20][N:19]([CH2:27][C:28]2[O:29][C:30]([CH:33]([CH3:35])[CH3:34])=[N:31][N:32]=2)[C:18](=[O:36])[CH2:17]1)=[O:15], predict the reactants needed to synthesize it. The reactants are: C([O:4][CH2:5][CH2:6][O:7][C:8]1[CH:13]=[CH:12][C:11]([C:14]([N:16]2[C:22]3[CH:23]=[CH:24][CH:25]=[CH:26][C:21]=3[CH2:20][N:19]([CH2:27][C:28]3[O:29][C:30]([CH:33]([CH3:35])[CH3:34])=[N:31][N:32]=3)[C:18](=[O:36])[CH2:17]2)=[O:15])=[C:10]([Cl:37])[CH:9]=1)(=O)C.[OH-].[Na+].Cl. (3) Given the product [C:4]([O:12][CH2:13][C@@:14]1([C:33]#[CH:34])[O:18][C@@H:17]([N:19]2[CH:27]=[C:25]([CH3:26])[C:23](=[O:24])[NH:22][C:20]2=[O:21])[CH:16]=[CH:15]1)(=[O:11])[C:5]1[CH:10]=[CH:9][CH:8]=[CH:7][CH:6]=1, predict the reactants needed to synthesize it. The reactants are: CC#N.[C:4]([O:12][CH2:13][C@@:14]1([C:33]#[CH:34])[O:18][C@@H:17]([N:19]2[CH:27]=[C:25]([CH3:26])[C:23](=[O:24])[NH:22][C:20]2=[O:21])[CH2:16][C@H:15]1OS(C)(=O)=O)(=[O:11])[C:5]1[CH:10]=[CH:9][CH:8]=[CH:7][CH:6]=1.C1CN2C(=NCCC2)C1. (4) Given the product [Cl:1][C:2]1[CH:3]=[C:4]([N:8]2[N:12]=[N:11][C:10]([CH:13]3[CH2:18][O:17][CH2:16][CH2:15][N:14]3[C:19]([S:22][CH3:23])=[N:20][CH3:21])=[N:9]2)[CH:5]=[CH:6][CH:7]=1, predict the reactants needed to synthesize it. The reactants are: [Cl:1][C:2]1[CH:3]=[C:4]([N:8]2[N:12]=[N:11][C:10]([CH:13]3[CH2:18][O:17][CH2:16][CH2:15][N:14]3[C:19](=[S:22])[NH:20][CH3:21])=[N:9]2)[CH:5]=[CH:6][CH:7]=1.[CH3:23]I.